Dataset: Catalyst prediction with 721,799 reactions and 888 catalyst types from USPTO. Task: Predict which catalyst facilitates the given reaction. (1) Reactant: C([BH3-])#N.[Na+].[C:5]([C:7]1[CH:14]=[CH:13][C:10]([CH:11]=O)=[CH:9][CH:8]=1)#[N:6].[NH:15]1[CH2:20][CH2:19][CH2:18][CH2:17][CH2:16]1.C(O)(=O)C. Product: [N:15]1([CH2:11][C:10]2[CH:13]=[CH:14][C:7]([C:5]#[N:6])=[CH:8][CH:9]=2)[CH2:20][CH2:19][CH2:18][CH2:17][CH2:16]1. The catalyst class is: 5. (2) Product: [CH2:35]([N:42]([CH2:47][CH3:48])[C:43]([CH2:44][NH:34][C@@H:10]1[CH2:9][NH:8][CH2:12][C@H:11]1[CH2:13][N:14]([CH:31]([CH3:33])[CH3:32])[C:15](=[O:30])[C:16]1[CH:21]=[CH:20][C:19]([O:22][CH3:23])=[C:18]([O:24][CH2:25][CH2:26][CH2:27][O:28][CH3:29])[CH:17]=1)=[O:46])[C:36]1[CH:41]=[CH:40][CH:39]=[CH:38][CH:37]=1. Reactant: C(OC([N:8]1[CH2:12][C@@H:11]([CH2:13][N:14]([CH:31]([CH3:33])[CH3:32])[C:15](=[O:30])[C:16]2[CH:21]=[CH:20][C:19]([O:22][CH3:23])=[C:18]([O:24][CH2:25][CH2:26][CH2:27][O:28][CH3:29])[CH:17]=2)[C@H:10]([NH2:34])[CH2:9]1)=O)(C)(C)C.[CH2:35]([N:42]([CH2:47][CH3:48])[C:43](=[O:46])[CH2:44]Cl)[C:36]1[CH:41]=[CH:40][CH:39]=[CH:38][CH:37]=1.CC#N.O. The catalyst class is: 23. (3) Reactant: [CH2:1]([C@@H:5]1[NH:9][C:8](=[O:10])[CH:7]=[C:6]1[O:11][CH3:12])[CH:2]([CH3:4])[CH3:3].[Li]CCCC.[C:18]([O:22][C:23]([NH:25][C@H:26]([CH2:39][CH:40]([CH3:42])[CH3:41])[C:27](OC1C=CC([N+]([O-])=O)=CC=1)=[O:28])=[O:24])([CH3:21])([CH3:20])[CH3:19]. Product: [CH2:1]([C@H:5]1[C:6]([O:11][CH3:12])=[CH:7][C:8](=[O:10])[N:9]1[C:27](=[O:28])[C@H:26]([NH:25][C:23](=[O:24])[O:22][C:18]([CH3:21])([CH3:20])[CH3:19])[CH2:39][CH:40]([CH3:42])[CH3:41])[CH:2]([CH3:4])[CH3:3]. The catalyst class is: 1. (4) Reactant: [Cl:1][C:2]1[CH:3]=[C:4]2[C:8](=[CH:9][CH:10]=1)[NH:7][C:6](=[O:11])[C:5]2([CH2:20][C:21](O)=[O:22])[C:12]1[CH:17]=[CH:16][CH:15]=[CH:14][C:13]=1[O:18][CH3:19].[NH:24]1[CH2:29][CH2:28][CH:27]([C:30]2[CH:35]=[CH:34][N:33]=[CH:32][CH:31]=2)[CH2:26][CH2:25]1.C1C=CC2N(O)N=NC=2C=1.O.C(Cl)CCl.Cl. Product: [Cl:1][C:2]1[CH:3]=[C:4]2[C:8](=[CH:9][CH:10]=1)[NH:7][C:6](=[O:11])[C:5]2([C:12]1[CH:17]=[CH:16][CH:15]=[CH:14][C:13]=1[O:18][CH3:19])[CH2:20][C:21](=[O:22])[N:33]1[CH2:34][CH2:35][CH:30]([C:27]2[CH:26]=[CH:25][N:24]=[CH:29][CH:28]=2)[CH2:31][CH2:32]1. The catalyst class is: 146.